From a dataset of Full USPTO retrosynthesis dataset with 1.9M reactions from patents (1976-2016). Predict the reactants needed to synthesize the given product. (1) Given the product [CH3:29][O:28][C:25]1[CH:24]=[CH:23][C:22]([CH2:21][N:14]2[C:15]3[C:20](=[CH:19][CH:18]=[CH:17][CH:16]=3)[C:12]3([C:11]4[C:2](=[CH:3][C:4]5[O:8][N:7]=[C:6]([CH3:9])[C:5]=5[CH:10]=4)[O:1][CH2:31]3)[C:13]2=[O:30])=[CH:27][CH:26]=1, predict the reactants needed to synthesize it. The reactants are: [OH:1][C:2]1[C:11]([CH:12]2[C:20]3[C:15](=[CH:16][CH:17]=[CH:18][CH:19]=3)[N:14]([CH2:21][C:22]3[CH:27]=[CH:26][C:25]([O:28][CH3:29])=[CH:24][CH:23]=3)[C:13]2=[O:30])=[CH:10][C:5]2[C:6]([CH3:9])=[N:7][O:8][C:4]=2[CH:3]=1.[C:31]1(C(C2C=CC=CC=2)N2C3C(=CC=CC=3)C(C3C=C(C)C(OC)=CC=3O)C2=O)C=CC=CC=1. (2) Given the product [Cl:1][C:2]1[C:7]([C:8]#[N:10])=[CH:6][N:5]=[CH:4][CH:3]=1, predict the reactants needed to synthesize it. The reactants are: [Cl:1][C:2]1[C:7]([C:8]([NH2:10])=O)=[CH:6][N:5]=[CH:4][CH:3]=1.C(N(CC)CC)C.P(Cl)(Cl)(Cl)=O. (3) Given the product [Cl:1][C:2]1[C:10]([S:11]([N:31]2[CH2:32][CH2:33][N:28]([C:25]3[CH:26]=[CH:27][C:22]([F:21])=[CH:23][C:24]=3[C:35]([F:38])([F:36])[F:37])[CH2:29][CH:30]2[CH3:34])(=[O:13])=[O:12])=[CH:9][C:5]([C:6]([OH:8])=[O:7])=[C:4]([F:15])[CH:3]=1, predict the reactants needed to synthesize it. The reactants are: [Cl:1][C:2]1[C:10]([S:11](Cl)(=[O:13])=[O:12])=[CH:9][C:5]([C:6]([OH:8])=[O:7])=[C:4]([F:15])[CH:3]=1.C[Si](Cl)(C)C.[F:21][C:22]1[CH:27]=[CH:26][C:25]([N:28]2[CH2:33][CH2:32][NH:31][C@H:30]([CH3:34])[CH2:29]2)=[C:24]([C:35]([F:38])([F:37])[F:36])[CH:23]=1.C(N(C(C)C)CC)(C)C. (4) Given the product [CH3:28][N:27]([CH3:29])[C:25]([C:24]1[CH:30]=[CH:31][C:32]([O:7][C:8]2[C:16]3[CH:15]=[CH:14][S:13][C:12]=3[CH:11]=[C:10]([C:17]([NH:35][C:36]3[CH:41]=[CH:40][C:39]([CH3:42])=[CH:38][N:37]=3)=[O:19])[CH:9]=2)=[CH:33][C:23]=1[F:22])=[O:26], predict the reactants needed to synthesize it. The reactants are: C([O-])([O-])=O.[Cs+].[Cs+].[OH:7][C:8]1[C:16]2[CH:15]=[CH:14][S:13][C:12]=2[CH:11]=[C:10]([C:17]([O:19]CC)=O)[CH:9]=1.[F:22][C:23]1[CH:33]=[C:32](F)[CH:31]=[CH:30][C:24]=1[C:25]([N:27]([CH3:29])[CH3:28])=[O:26].[NH2:35][C:36]1[CH:41]=[CH:40][C:39]([CH3:42])=[CH:38][N:37]=1.CN(C(ON1N=NC2C=CC=NC1=2)=[N+](C)C)C.F[P-](F)(F)(F)(F)F. (5) Given the product [C:13]([O:17][C:18]([N:20]1[CH2:25][CH:24]2[CH2:26][CH:21]1[CH2:22][N:23]2[C:2]1[S:3][CH:4]=[CH:5][N:6]=1)=[O:19])([CH3:16])([CH3:14])[CH3:15], predict the reactants needed to synthesize it. The reactants are: Br[C:2]1[S:3][CH:4]=[CH:5][N:6]=1.CC(C)([O-])C.[Na+].[C:13]([O:17][C:18]([N:20]1[CH2:25][CH:24]2[CH2:26][CH:21]1[CH2:22][NH:23]2)=[O:19])([CH3:16])([CH3:15])[CH3:14].C1(C2C=CC=CC=2)C=CC=CC=1. (6) Given the product [Br:29][C:30]1[CH:31]=[C:32]([CH2:36][NH:37][C:23](=[O:24])[CH2:22][C:21]([NH:20][CH2:19][C:10]2[C:11]([NH:12][CH:13]3[CH2:14][CH2:15][O:16][CH2:17][CH2:18]3)=[C:6]3[CH:5]=[N:4][N:3]([CH2:1][CH3:2])[C:7]3=[N:8][C:9]=2[CH2:27][CH3:28])=[O:26])[CH:33]=[CH:34][CH:35]=1, predict the reactants needed to synthesize it. The reactants are: [CH2:1]([N:3]1[C:7]2=[N:8][C:9]([CH2:27][CH3:28])=[C:10]([CH2:19][NH:20][C:21](=[O:26])[CH2:22][C:23](O)=[O:24])[C:11]([NH:12][CH:13]3[CH2:18][CH2:17][O:16][CH2:15][CH2:14]3)=[C:6]2[CH:5]=[N:4]1)[CH3:2].[Br:29][C:30]1[CH:31]=[C:32]([CH2:36][NH2:37])[CH:33]=[CH:34][CH:35]=1.[Br:29][C:30]1[CH:31]=[C:32]([CH2:36][NH2:37])[CH:33]=[CH:34][CH:35]=1.CN(C(ON1N=NC2C=CC=CC1=2)=[N+](C)C)C.F[P-](F)(F)(F)(F)F.